This data is from Full USPTO retrosynthesis dataset with 1.9M reactions from patents (1976-2016). The task is: Predict the reactants needed to synthesize the given product. Given the product [Br:1][C:2]1[CH:7]=[CH:6][C:5]([CH2:8][Cl:19])=[C:4]([O:10][CH:11]2[CH2:16][CH2:15][CH2:14][CH2:13][CH2:12]2)[CH:3]=1, predict the reactants needed to synthesize it. The reactants are: [Br:1][C:2]1[CH:7]=[CH:6][C:5]([CH2:8]O)=[C:4]([O:10][CH:11]2[CH2:16][CH2:15][CH2:14][CH2:13][CH2:12]2)[CH:3]=1.S(Cl)([Cl:19])=O.O.